The task is: Predict which catalyst facilitates the given reaction.. This data is from Catalyst prediction with 721,799 reactions and 888 catalyst types from USPTO. (1) The catalyst class is: 5. Reactant: [C:1]([OH:5])(=[O:4])[CH:2]=[CH2:3].C(C=C)=O. Product: [CH:1]([CH:2]=[CH2:3])=[O:4].[C:1]([OH:5])(=[O:4])[CH:2]=[CH2:3]. (2) Reactant: CN1CC[O:5][CH2:4][CH2:3]1.[C:8]([O:12][C:13](=[O:31])[CH2:14][C:15]1(CC(O)=O)[C:21]2[CH:22]=[CH:23][CH:24]=[CH:25][C:20]=2[NH:19][C:18](=[O:26])[CH2:17][CH2:16]1)([CH3:11])([CH3:10])[CH3:9].Cl.Cl.[NH2:34][CH2:35][C:36]1[S:40][C:39]([NH:41][C:42]([NH2:44])=[NH:43])=[N:38][CH:37]=1.[B-](F)(F)(F)F.CCOC(C(C#N)=NOC(N(C)C)=[N+](C)C)=O.NCCCCC1N=C2C(CCCN2)=CC=1. Product: [NH2:43][C:42]([NH:41][C:39]1[S:40][C:36]([CH2:35][NH:34][C:4](=[O:5])[CH2:3][N:19]2[C:20]3[CH:25]=[CH:24][CH:23]=[CH:22][C:21]=3[CH:15]([CH2:14][C:13]([O:12][C:8]([CH3:10])([CH3:9])[CH3:11])=[O:31])[CH2:16][CH2:17][C:18]2=[O:26])=[CH:37][N:38]=1)=[NH:44]. The catalyst class is: 3. (3) Reactant: [NH2:1][CH:2]1[CH2:7][CH2:6][CH:5]([NH:8][C:9]2[N:14]=[C:13]([C:15]3[CH:16]=[C:17]([CH:20]=[CH:21][CH:22]=3)[CH:18]=O)[CH:12]=[N:11][CH:10]=2)[CH2:4][CH2:3]1.[S:23]1[CH2:27][C:26](=[O:28])[NH:25][C:24]1=[O:29].N1CCCCC1. Product: [NH2:1][CH:2]1[CH2:7][CH2:6][CH:5]([NH:8][C:9]2[N:14]=[C:13]([C:15]3[CH:16]=[C:17]([CH:20]=[CH:21][CH:22]=3)[CH:18]=[C:27]3[S:23][C:24](=[O:29])[NH:25][C:26]3=[O:28])[CH:12]=[N:11][CH:10]=2)[CH2:4][CH2:3]1. The catalyst class is: 8. (4) Reactant: N#N.[NH:3]1[C:7]2[CH:8]=[CH:9][CH:10]=[CH:11][C:6]=2[N:5]=[C:4]1[CH:12]([C:14]1([C:17]2[CH:22]=[CH:21][C:20]([O:23][CH3:24])=[CH:19][CH:18]=2)[CH2:16][CH2:15]1)[NH2:13].CCN(C(C)C)C(C)C.[C:34](N1C=CN=C1)(N1C=CN=C1)=[O:35]. Product: [CH3:24][O:23][C:20]1[CH:21]=[CH:22][C:17]([C:14]2([CH:12]3[C:4]4=[N:5][C:6]5[CH:11]=[CH:10][CH:9]=[CH:8][C:7]=5[N:3]4[C:34](=[O:35])[NH:13]3)[CH2:15][CH2:16]2)=[CH:18][CH:19]=1. The catalyst class is: 20. (5) Reactant: O1CCO[CH:2]1[CH2:6][C:7](=O)[C:8]([F:11])([F:10])[F:9].[NH2:13][C:14]1[C:18]([C:19]([O:21][CH2:22][CH:23]=[CH2:24])=[O:20])=[C:17]([NH2:25])[NH:16][N:15]=1.[OH-].[K+]. Product: [NH2:25][C:17]1[C:18]([C:19]([O:21][CH2:22][CH:23]=[CH2:24])=[O:20])=[C:14]2[N:13]=[C:7]([C:8]([F:9])([F:10])[F:11])[CH:6]=[CH:2][N:15]2[N:16]=1. The catalyst class is: 12. (6) Reactant: [CH2:1]([N:8](C)[CH2:9][CH2:10][CH:11]1[CH2:16][CH2:15][N:14]([C:17]2[CH:22]=[CH:21][N:20]=[CH:19][CH:18]=2)[CH2:13][CH2:12]1)C1C=CC=CC=1. Product: [CH3:1][NH:8][CH2:9][CH2:10][CH:11]1[CH2:16][CH2:15][N:14]([C:17]2[CH:18]=[CH:19][N:20]=[CH:21][CH:22]=2)[CH2:13][CH2:12]1. The catalyst class is: 5. (7) Reactant: [CH3:1][O:2][C:3]1[CH:11]=[C:10]2[C:6]([CH2:7][CH2:8][C:9]2=[O:12])=[CH:5][CH:4]=1.[N-:13]=[N+]=[N-].[Na+].CS(O)(=O)=O.O. Product: [CH3:1][O:2][C:3]1[CH:11]=[C:10]2[C:6]([CH2:7][CH2:8][NH:13][C:9]2=[O:12])=[CH:5][CH:4]=1. The catalyst class is: 22. (8) Reactant: [Cl:1][C:2]1[N:3]=[C:4]([N:23]2[CH2:28][CH2:27][O:26][CH2:25][CH2:24]2)[C:5]2[S:10][C:9]([C:11]3[CH:12]=[N:13][C:14]([N:17]4[CH2:22][CH2:21][NH:20][CH2:19][CH2:18]4)=[CH:15][CH:16]=3)=[CH:8][C:6]=2[N:7]=1.[CH3:29][S:30](Cl)(=[O:32])=[O:31].C(N(CC)CC)C. Product: [Cl:1][C:2]1[N:3]=[C:4]([N:23]2[CH2:24][CH2:25][O:26][CH2:27][CH2:28]2)[C:5]2[S:10][C:9]([C:11]3[CH:12]=[N:13][C:14]([N:17]4[CH2:22][CH2:21][N:20]([S:30]([CH3:29])(=[O:32])=[O:31])[CH2:19][CH2:18]4)=[CH:15][CH:16]=3)=[CH:8][C:6]=2[N:7]=1. The catalyst class is: 1.